Dataset: Full USPTO retrosynthesis dataset with 1.9M reactions from patents (1976-2016). Task: Predict the reactants needed to synthesize the given product. (1) Given the product [CH3:1][O:2][C:3]1[CH:4]=[C:5]([CH:21]=[CH:22][C:23]=1[O:24][CH3:25])[CH2:6][CH:7]1[C:16]2[C:11](=[C:12]([O:19][CH3:20])[CH:13]=[CH:14][C:15]=2[O:17][CH3:18])[CH2:10][CH2:9][N:8]1[CH2:27][C:28]([NH:43][CH2:42][CH2:41][C:35]1[CH:36]=[CH:37][C:38]([O:39][CH3:40])=[C:33]([O:32][CH3:31])[CH:34]=1)=[O:29], predict the reactants needed to synthesize it. The reactants are: [CH3:1][O:2][C:3]1[CH:4]=[C:5]([CH:21]=[CH:22][C:23]=1[O:24][CH3:25])[CH2:6][CH:7]1[C:16]2[C:11](=[C:12]([O:19][CH3:20])[CH:13]=[CH:14][C:15]=2[O:17][CH3:18])[CH2:10][CH2:9][NH:8]1.Br[CH2:27][C:28](Br)=[O:29].[CH3:31][O:32][C:33]1[CH:34]=[C:35]([CH2:41][CH2:42][NH2:43])[CH:36]=[CH:37][C:38]=1[O:39][CH3:40]. (2) Given the product [O:30]1[C:29]2[CH:33]=[CH:34][C:26]([C:24](=[O:25])[CH2:20][C:14]3[CH:15]=[CH:16][CH:17]=[C:18]([CH3:19])[N:13]=3)=[CH:27][C:28]=2[O:32][CH2:31]1, predict the reactants needed to synthesize it. The reactants are: C([Li])CCC.C(NC(C)C)(C)C.[N:13]1[C:18]([CH3:19])=[CH:17][CH:16]=[CH:15][C:14]=1[CH3:20].CON(C)[C:24]([C:26]1[CH:34]=[CH:33][C:29]2[O:30][CH2:31][O:32][C:28]=2[CH:27]=1)=[O:25]. (3) Given the product [CH2:1]([O:5][CH2:6][CH:7]1[O:10][CH2:8]1)[CH:2]1[O:4][CH2:3]1, predict the reactants needed to synthesize it. The reactants are: [CH2:1]([O:5][CH2:6][CH:7]=[CH2:8])[CH:2]1[O:4][CH2:3]1.[H-].[O-2:10].[Al+3].[O-2].[O-2].[Al+3]. (4) Given the product [CH2:1]([O:8][C:9]([N:19]1[CH2:23][CH:22]=[CH:21][CH2:20]1)=[O:10])[C:2]1[CH:7]=[CH:6][CH:5]=[CH:4][CH:3]=1, predict the reactants needed to synthesize it. The reactants are: [CH2:1]([O:8][C:9](Cl)=[O:10])[C:2]1[CH:7]=[CH:6][CH:5]=[CH:4][CH:3]=1.C([N:19]1[CH2:23][CH:22]=[CH:21][CH2:20]1)C1C=CC=CC=1. (5) Given the product [Br:1][C:2]1[C:3]([O:12][CH3:13])=[C:4]([C:9](=[O:11])[CH3:10])[CH:5]=[C:6]([Cl:8])[CH:7]=1, predict the reactants needed to synthesize it. The reactants are: [Br:1][C:2]1[C:3]([OH:12])=[C:4]([C:9](=[O:11])[CH3:10])[CH:5]=[C:6]([Cl:8])[CH:7]=1.[C:13](=O)([O-])[O-].[K+].[K+].CI. (6) Given the product [C:1]([C:5]([C:8]([C:11]([C:14]([C:17]([C:20]([C:23]([CH2:26][CH2:27][Cl:28])([F:24])[F:25])([F:21])[F:22])([F:18])[F:19])([F:16])[F:15])([F:13])[F:12])([F:10])[F:9])([F:7])[F:6])([F:4])([F:3])[F:2], predict the reactants needed to synthesize it. The reactants are: [C:1]([C:5]([C:8]([C:11]([C:14]([C:17]([C:20]([C:23]([CH:26]=[CH2:27])([F:25])[F:24])([F:22])[F:21])([F:19])[F:18])([F:16])[F:15])([F:13])[F:12])([F:10])[F:9])([F:7])[F:6])([F:4])([F:3])[F:2].[ClH:28]. (7) Given the product [Cl:1][C:2]1[CH:21]=[CH:20][C:19]([F:22])=[CH:18][C:3]=1[C:4]([NH:6][C:7]1[CH:15]=[CH:14][C:10]([C:11]([Cl:31])=[O:12])=[CH:9][C:8]=1[O:16][CH3:17])=[O:5], predict the reactants needed to synthesize it. The reactants are: [Cl:1][C:2]1[CH:21]=[CH:20][C:19]([F:22])=[CH:18][C:3]=1[C:4]([NH:6][C:7]1[CH:15]=[CH:14][C:10]([C:11](O)=[O:12])=[CH:9][C:8]=1[O:16][CH3:17])=[O:5].CN(C)C=O.C(Cl)(=O)C([Cl:31])=O. (8) The reactants are: [CH3:1][O:2][C:3]1[CH:4]=[C:5]([CH:11]=[CH:12][C:13]=1[O:14][CH2:15][CH2:16][NH:17][CH2:18][CH2:19][C:20](=[O:41])[CH2:21][C:22]1[CH:27]=[CH:26][C:25]([NH:28][C:29]([NH:31][C:32]2[CH:37]=[CH:36][CH:35]=[CH:34][C:33]=2[F:38])=[O:30])=[C:24]([O:39][CH3:40])[CH:23]=1)[C:6]([O:8]CC)=[O:7].[OH-].[Na+].Cl. Given the product [CH3:1][O:2][C:3]1[CH:4]=[C:5]([CH:11]=[CH:12][C:13]=1[O:14][CH2:15][CH2:16][NH:17][CH2:18][CH2:19][C:20](=[O:41])[CH2:21][C:22]1[CH:27]=[CH:26][C:25]([NH:28][C:29]([NH:31][C:32]2[CH:37]=[CH:36][CH:35]=[CH:34][C:33]=2[F:38])=[O:30])=[C:24]([O:39][CH3:40])[CH:23]=1)[C:6]([OH:8])=[O:7], predict the reactants needed to synthesize it. (9) Given the product [Cl:1][C:2]1[CH:3]=[CH:4][C:5]([CH2:6][NH:7][C:8]([NH:9][O:10][CH2:11][C:12]([NH:18][C@@H:19]([CH3:43])[C:20]([N:22]([C@@H:34]([CH3:42])[CH:35]([O:39][CH2:40][CH3:41])[O:36][CH2:37][CH3:38])[CH2:23][C:24]2[CH:25]=[CH:26][CH:27]=[C:28]3[C:33]=2[N:32]=[CH:31][CH:30]=[CH:29]3)=[O:21])=[O:14])=[O:15])=[CH:16][CH:17]=1, predict the reactants needed to synthesize it. The reactants are: [Cl:1][C:2]1[CH:17]=[CH:16][C:5]([CH2:6][NH:7][C:8](=[O:15])[NH:9][O:10][CH2:11][C:12]([OH:14])=O)=[CH:4][CH:3]=1.[NH2:18][C@@H:19]([CH3:43])[C:20]([N:22]([C@@H:34]([CH3:42])[CH:35]([O:39][CH2:40][CH3:41])[O:36][CH2:37][CH3:38])[CH2:23][C:24]1[CH:25]=[CH:26][CH:27]=[C:28]2[C:33]=1[N:32]=[CH:31][CH:30]=[CH:29]2)=[O:21].